This data is from Peptide-MHC class I binding affinity with 185,985 pairs from IEDB/IMGT. The task is: Regression. Given a peptide amino acid sequence and an MHC pseudo amino acid sequence, predict their binding affinity value. This is MHC class I binding data. (1) The peptide sequence is MPAMVPPYA. The MHC is HLA-B27:03 with pseudo-sequence HLA-B27:03. The binding affinity (normalized) is 0.0847. (2) The peptide sequence is PGKDGPKLKQW. The MHC is Mamu-A02 with pseudo-sequence Mamu-A02. The binding affinity (normalized) is 0.